Dataset: Full USPTO retrosynthesis dataset with 1.9M reactions from patents (1976-2016). Task: Predict the reactants needed to synthesize the given product. (1) Given the product [Cl:17][C:6]1[C:5]2[C:10](=[CH:11][CH:12]=[C:3]([O:2][CH3:1])[CH:4]=2)[N:9]=[C:8]([CH3:13])[CH:7]=1, predict the reactants needed to synthesize it. The reactants are: [CH3:1][O:2][C:3]1[CH:4]=[C:5]2[C:10](=[CH:11][CH:12]=1)[N:9]=[C:8]([CH3:13])[CH:7]=[C:6]2O.O=P(Cl)(Cl)[Cl:17]. (2) Given the product [Cl:15][C:7]1[C:8]([CH2:9][CH2:10][O:11][C:12](=[O:14])[CH3:13])=[C:3]([CH2:2][N:24]2[CH:25]=[CH:26][N:27]=[C:23]2[C:18]2[C:17]([F:16])=[CH:22][CH:21]=[CH:20][N:19]=2)[N:4]=[CH:5][N:6]=1, predict the reactants needed to synthesize it. The reactants are: Br[CH2:2][C:3]1[C:8]([CH2:9][CH2:10][O:11][C:12](=[O:14])[CH3:13])=[C:7]([Cl:15])[N:6]=[CH:5][N:4]=1.[F:16][C:17]1[C:18]([C:23]2[NH:24][CH:25]=[CH:26][N:27]=2)=[N:19][CH:20]=[CH:21][CH:22]=1.C([O-])([O-])=O.[K+].[K+].CCOC(C)=O. (3) Given the product [CH2:19]([O:26][C:27]1[CH:28]=[CH:29][C:30]([CH2:31][C:8]([O:1][C:2]2[CH:3]=[CH:4][CH:5]=[CH:6][CH:7]=2)([C:14]([O:16][CH2:17][CH3:18])=[O:15])[C:9]([O:11][CH2:12][CH3:13])=[O:10])=[CH:33][CH:34]=1)[C:20]1[CH:21]=[CH:22][CH:23]=[CH:24][CH:25]=1, predict the reactants needed to synthesize it. The reactants are: [O:1]([CH:8]([C:14]([O:16][CH2:17][CH3:18])=[O:15])[C:9]([O:11][CH2:12][CH3:13])=[O:10])[C:2]1[CH:7]=[CH:6][CH:5]=[CH:4][CH:3]=1.[CH2:19]([O:26][C:27]1[CH:34]=[CH:33][C:30]([CH2:31]Cl)=[CH:29][CH:28]=1)[C:20]1[CH:25]=[CH:24][CH:23]=[CH:22][CH:21]=1.[H-].[Na+]. (4) Given the product [ClH:33].[CH2:1]([C@@H:3]1[CH2:8][O:7][CH2:6][CH2:5][N:4]1[C:9]1[CH:18]=[CH:17][C:16]2[CH2:15][NH:14][CH2:13][C@@H:12]([CH3:26])[C:11]=2[N:10]=1)[CH3:2], predict the reactants needed to synthesize it. The reactants are: [CH2:1]([C@@H:3]1[CH2:8][O:7][CH2:6][CH2:5][N:4]1[C:9]1[CH:18]=[CH:17][C:16]2[CH2:15][N:14](C(OC(C)(C)C)=O)[CH2:13][C@@H:12]([CH3:26])[C:11]=2[N:10]=1)[CH3:2].C(OCC)(=O)C.[ClH:33]. (5) Given the product [CH3:12][N:13]([C:2]1[CH:7]=[CH:6][C:5]([C:8]([F:11])([F:10])[F:9])=[CH:4][CH:3]=1)[CH2:14][CH2:15][NH:16][CH3:17], predict the reactants needed to synthesize it. The reactants are: Br[C:2]1[CH:7]=[CH:6][C:5]([C:8]([F:11])([F:10])[F:9])=[CH:4][CH:3]=1.[CH3:12][NH:13][CH2:14][CH2:15][NH:16][CH3:17].C1C=CC(P(C2C(C3C(P(C4C=CC=CC=4)C4C=CC=CC=4)=CC=C4C=3C=CC=C4)=C3C(C=CC=C3)=CC=2)C2C=CC=CC=2)=CC=1.CC(C)([O-])C.[Na+]. (6) The reactants are: [Br:1][C:2]1[C:3]([CH3:10])=[C:4](I)[C:5]([NH2:8])=[N:6][CH:7]=1.[F:11][C:12]([F:23])([F:22])[C:13]1[CH:14]=[C:15](B(O)O)[CH:16]=[CH:17][CH:18]=1.C(=O)([O-])[O-].[Na+].[Na+]. Given the product [Br:1][C:2]1[C:3]([CH3:10])=[C:4]([C:17]2[CH:16]=[CH:15][CH:14]=[C:13]([C:12]([F:23])([F:22])[F:11])[CH:18]=2)[C:5]([NH2:8])=[N:6][CH:7]=1, predict the reactants needed to synthesize it.